Dataset: Forward reaction prediction with 1.9M reactions from USPTO patents (1976-2016). Task: Predict the product of the given reaction. (1) Given the reactants C(OC([N:8]1[CH2:12][C@H:11]([NH:13][C:14]2[CH:19]=[CH:18][C:17]([Br:20])=[CH:16][C:15]=2[N+:21]([O-:23])=[O:22])[CH2:10][C@@H:9]1[CH2:24][OH:25])=O)(C)(C)C.[ClH:26], predict the reaction product. The product is: [ClH:26].[Br:20][C:17]1[CH:18]=[CH:19][C:14]([NH:13][C@H:11]2[CH2:12][NH:8][C@@H:9]([CH2:24][OH:25])[CH2:10]2)=[C:15]([N+:21]([O-:23])=[O:22])[CH:16]=1. (2) Given the reactants Br[CH2:2][CH2:3][CH:4]([S:9]([OH:12])(=[O:11])=[O:10])[C:5]([O:7][CH3:8])=[O:6].[C:13]([OH:16])(=[S:15])[CH3:14].CCN(C(C)C)C(C)C, predict the reaction product. The product is: [C:13]([S:15][CH2:2][CH2:3][CH:4]([S:9]([OH:12])(=[O:11])=[O:10])[C:5]([O:7][CH3:8])=[O:6])(=[O:16])[CH3:14]. (3) Given the reactants C([N:8](CC1C=CC=CC=1)[CH:9]([CH2:20][O:21][CH:22]([F:24])[F:23])[C:10]([NH:12][CH2:13][C:14]1[CH:19]=[CH:18][CH:17]=[CH:16][CH:15]=1)=[O:11])C1C=CC=CC=1, predict the reaction product. The product is: [NH2:8][CH:9]([CH2:20][O:21][CH:22]([F:23])[F:24])[C:10]([NH:12][CH2:13][C:14]1[CH:19]=[CH:18][CH:17]=[CH:16][CH:15]=1)=[O:11]. (4) Given the reactants [CH2:1]([O:8][CH2:9][C:10]([F:19])([F:18])[CH2:11][N:12]1[CH:16]=[C:15](I)[CH:14]=[N:13]1)[C:2]1[CH:7]=[CH:6][CH:5]=[CH:4][CH:3]=1.C([Mg]Cl)(C)C.CO[B:27]1[O:31][C:30]([CH3:33])([CH3:32])[C:29]([CH3:35])([CH3:34])[O:28]1.[Cl-].[NH4+], predict the reaction product. The product is: [CH2:1]([O:8][CH2:9][C:10]([F:19])([F:18])[CH2:11][N:12]1[CH:16]=[C:15]([B:27]2[O:31][C:30]([CH3:33])([CH3:32])[C:29]([CH3:35])([CH3:34])[O:28]2)[CH:14]=[N:13]1)[C:2]1[CH:7]=[CH:6][CH:5]=[CH:4][CH:3]=1. (5) Given the reactants [NH2:1][C:2]1[CH:11]=[CH:10][C:9]([O:12][CH3:13])=[CH:8][C:3]=1[C:4]([O:6][CH3:7])=[O:5].Cl[C:15]1[CH2:16][C:17]([CH3:31])([CH3:30])[CH2:18][C:19]2[C:20]=1SC[C@@H:23]([C:25]([O:27][CH2:28][CH3:29])=[O:26])[N:24]=2, predict the reaction product. The product is: [CH2:28]([O:27][C:25](=[O:26])[CH2:23][NH:24][C:19]1[CH2:18][C:17]([CH3:31])([CH3:30])[CH2:16]/[C:15](=[N:1]\[C:2]2[CH:11]=[CH:10][C:9]([O:12][CH3:13])=[CH:8][C:3]=2[C:4]([O:6][CH3:7])=[O:5])/[CH:20]=1)[CH3:29].